This data is from Peptide-MHC class I binding affinity with 185,985 pairs from IEDB/IMGT. The task is: Regression. Given a peptide amino acid sequence and an MHC pseudo amino acid sequence, predict their binding affinity value. This is MHC class I binding data. (1) The peptide sequence is SPRPEMQEF. The MHC is HLA-A68:01 with pseudo-sequence HLA-A68:01. The binding affinity (normalized) is 0. (2) The peptide sequence is TKDAERGKL. The MHC is HLA-A26:03 with pseudo-sequence HLA-A26:03. The binding affinity (normalized) is 0.0847. (3) The peptide sequence is IITGNKVKT. The MHC is HLA-A68:02 with pseudo-sequence HLA-A68:02. The binding affinity (normalized) is 0.135. (4) The peptide sequence is NTPEALCD. The MHC is Mamu-A01 with pseudo-sequence Mamu-A01. The binding affinity (normalized) is 0.554.